Regression. Given a peptide amino acid sequence and an MHC pseudo amino acid sequence, predict their binding affinity value. This is MHC class II binding data. From a dataset of Peptide-MHC class II binding affinity with 134,281 pairs from IEDB. (1) The binding affinity (normalized) is 0.796. The peptide sequence is EKKYFAATQFENLAA. The MHC is HLA-DPA10103-DPB10601 with pseudo-sequence HLA-DPA10103-DPB10601. (2) The peptide sequence is MAAHKFMVAMFLAVA. The MHC is HLA-DQA10102-DQB10502 with pseudo-sequence HLA-DQA10102-DQB10502. The binding affinity (normalized) is 0.604. (3) The MHC is DRB1_1101 with pseudo-sequence DRB1_1101. The binding affinity (normalized) is 0.826. The peptide sequence is DYMPVMKRYSAPSES. (4) The binding affinity (normalized) is 0.594. The MHC is DRB1_0101 with pseudo-sequence DRB1_0101. The peptide sequence is LLVKYAAGDGNIVAV. (5) The peptide sequence is AENNLQITEHKRLQLAN. The MHC is DRB1_1501 with pseudo-sequence DRB1_1501. The binding affinity (normalized) is 0.624.